The task is: Predict the reaction yield, written as a fraction of the theoretical maximum amount of product (1.0 means a 100% yield; for example, 0.34 means a 34% yield).. This data is from Reaction yield outcomes from USPTO patents with 853,638 reactions. (1) The reactants are [C:1]([O:5][C:6](=[O:21])[NH:7][CH:8]1[CH2:13][CH2:12][N:11](CC2C=CC=CC=2)[CH2:10][CH2:9]1)([CH3:4])([CH3:3])[CH3:2]. The catalyst is C(O)C.[Pd]. The product is [C:1]([O:5][C:6](=[O:21])[NH:7][CH:8]1[CH2:13][CH2:12][NH:11][CH2:10][CH2:9]1)([CH3:4])([CH3:2])[CH3:3]. The yield is 0.760. (2) The yield is 0.580. No catalyst specified. The reactants are [CH3:1][NH:2][CH2:3][CH2:4][C:5]#[C:6][C:7]1[CH:12]=[CH:11][CH:10]=[CH:9][N:8]=1.[F:13][C:14]1[CH:22]=[CH:21][C:17]([C:18](Cl)=[O:19])=[CH:16][CH:15]=1. The product is [F:13][C:14]1[CH:22]=[CH:21][C:17]([C:18]([N:2]([CH3:1])[CH2:3][CH2:4][C:5]#[C:6][C:7]2[CH:12]=[CH:11][CH:10]=[CH:9][N:8]=2)=[O:19])=[CH:16][CH:15]=1.